Dataset: Forward reaction prediction with 1.9M reactions from USPTO patents (1976-2016). Task: Predict the product of the given reaction. (1) Given the reactants [C:1]([C:5]1[CH:28]=[C:27]([F:29])[CH:26]=[CH:25][C:6]=1[O:7][CH2:8][CH2:9][N:10]([CH3:24])[C:11](=[O:23])[NH:12][C:13]1[CH:22]=[CH:21][CH:20]=[CH:19][C:14]=1[C:15]([O:17]C)=[O:16])([CH3:4])([CH3:3])[CH3:2].O[Li].O.Cl, predict the reaction product. The product is: [C:1]([C:5]1[CH:28]=[C:27]([F:29])[CH:26]=[CH:25][C:6]=1[O:7][CH2:8][CH2:9][N:10]([CH3:24])[C:11](=[O:23])[NH:12][C:13]1[CH:22]=[CH:21][CH:20]=[CH:19][C:14]=1[C:15]([OH:17])=[O:16])([CH3:4])([CH3:2])[CH3:3]. (2) Given the reactants [CH2:1]([N:3]([CH2:12][CH3:13])[C:4](=O)[C:5]1[CH:10]=[CH:9][CH:8]=[CH:7][CH:6]=1)[CH3:2].C(Cl)(=O)C(Cl)=O.[Li][AlH][SeH:22], predict the reaction product. The product is: [CH2:1]([N:3]([CH2:12][CH3:13])[C:4](=[Se:22])[C:5]1[CH:10]=[CH:9][CH:8]=[CH:7][CH:6]=1)[CH3:2]. (3) The product is: [O:8]1[C:12]2[CH:13]=[CH:14][CH:15]=[CH:16][C:11]=2[C:10]([NH:17][C:18]([N:20]2[CH2:25][CH2:24][N:23]([C:33](=[O:40])[C:34]3[CH:39]=[CH:38][CH:37]=[CH:36][CH:35]=3)[CH2:22][CH2:21]2)=[O:19])=[N:9]1. Given the reactants FC(F)(F)C(O)=O.[O:8]1[C:12]2[CH:13]=[CH:14][CH:15]=[CH:16][C:11]=2[C:10]([NH:17][C:18]([N:20]2[CH2:25][CH2:24][NH:23][CH2:22][CH2:21]2)=[O:19])=[N:9]1.C(N(CC)CC)C.[C:33](Cl)(=[O:40])[C:34]1[CH:39]=[CH:38][CH:37]=[CH:36][CH:35]=1.O, predict the reaction product. (4) Given the reactants [CH3:1][C:2]1[C:6]2[CH:7]=[CH:8][C:9]([C:11]([F:14])([F:13])[F:12])=[CH:10][C:5]=2[S:4][C:3]=1[CH:15]([O:26][CH2:27][CH:28]=[CH2:29])[CH2:16][CH2:17][O:18]CC1C=CC=CC=1, predict the reaction product. The product is: [CH3:1][C:2]1[C:6]2[CH:7]=[CH:8][C:9]([C:11]([F:12])([F:13])[F:14])=[CH:10][C:5]=2[S:4][C:3]=1[CH:15]([O:26][CH2:27][CH2:28][CH3:29])[CH2:16][CH2:17][OH:18]. (5) Given the reactants [NH2:1][C:2]1[CH:7]=[CH:6][CH:5]=[CH:4][CH:3]=1.Br[C:9]1[C:17]2[C:12](=[N:13][CH:14]=[CH:15][CH:16]=2)[N:11]([Si](C(C)C)(C(C)C)C(C)C)[CH:10]=1.C1(C2C=CC=CC=2)C=CC=CC=1P(C(C)(C)C)C(C)(C)C.CC([O-])(C)C.[Na+].C(O)(C(F)(F)F)=O, predict the reaction product. The product is: [C:2]1([NH:1][C:9]2[C:17]3[C:12](=[N:13][CH:14]=[CH:15][CH:16]=3)[NH:11][CH:10]=2)[CH:7]=[CH:6][CH:5]=[CH:4][CH:3]=1. (6) Given the reactants [CH3:1][N:2]([CH3:13])[C:3](=[O:12])[CH2:4][C:5]1[CH:10]=[CH:9][CH:8]=[CH:7][C:6]=1I.[F:14][C:15]1[C:21]([F:22])=[C:20]([C:23]2[CH:28]=[CH:27][CH:26]=[CH:25][CH:24]=2)[C:19]([F:29])=[C:18]([F:30])[C:16]=1[NH2:17].C(=O)([O-])[O-].[K+].[K+], predict the reaction product. The product is: [CH3:1][N:2]([CH3:13])[C:3](=[O:12])[CH2:4][C:5]1[CH:10]=[CH:9][CH:8]=[CH:7][C:6]=1[NH:17][C:16]1[C:18]([F:30])=[C:19]([F:29])[C:20]([C:23]2[CH:28]=[CH:27][CH:26]=[CH:25][CH:24]=2)=[C:21]([F:22])[C:15]=1[F:14]. (7) Given the reactants C(CCC1C=CC([C:12]2[C:13]([CH3:43])([CH3:42])[C@H:14]3[C@:27]([CH3:30])([CH2:28][CH:29]=2)[C@@H:26]2[C@:17]([CH3:41])([C@@:18]4([CH3:40])[C@H:23]([CH2:24][CH2:25]2)[C@H:22]2[C@H:31]([C:34]([CH3:36])=[CH2:35])[CH2:32][CH2:33][C@:21]2([C:37]([OH:39])=[O:38])[CH2:20][CH2:19]4)[CH2:16][CH2:15]3)=CC=1)(O)=O.[CH3:44][S:45]([C:48]1[CH:53]=[CH:52][C:51](B(O)O)=[CH:50][CH:49]=1)(=[O:47])=[O:46].B(O)O, predict the reaction product. The product is: [CH3:40][C@:18]12[C@@:17]3([CH3:41])[C@@H:26]([C@:27]4([CH3:30])[C@@H:14]([CH2:15][CH2:16]3)[C:13]([CH3:42])([CH3:43])[C:12]([C:51]3[CH:52]=[CH:53][C:48]([S:45]([CH3:44])(=[O:47])=[O:46])=[CH:49][CH:50]=3)=[CH:29][CH2:28]4)[CH2:25][CH2:24][C@@H:23]1[C@H:22]1[C@H:31]([C:34]([CH3:36])=[CH2:35])[CH2:32][CH2:33][C@:21]1([C:37]([OH:39])=[O:38])[CH2:20][CH2:19]2. (8) The product is: [NH2:25][C:26]1[N:31]=[C:30]([N:32]2[CH2:38][CH2:37][CH2:36][CH2:35][CH2:34][CH2:33]2)[N:29]=[C:28]([NH:39][C@@H:40]2[CH2:45][CH2:44][C@H:43]([C:46]([NH:15][CH2:14][C:13]3[CH:12]=[CH:11][CH:10]=[CH:57][C:55]=3[O:74][C:59]([F:69])([F:68])[F:58])=[O:47])[CH2:42][CH2:41]2)[N:27]=1. Given the reactants CN(C(ON1N=N[C:11]2[CH:12]=[CH:13][CH:14]=[N:15][C:10]1=2)=[N+](C)C)C.F[P-](F)(F)(F)(F)F.[NH2:25][C:26]1[N:31]=[C:30]([N:32]2[CH2:38][CH2:37][CH2:36][CH2:35][CH2:34][CH2:33]2)[N:29]=[C:28]([NH:39][C@@H:40]2[CH2:45][CH2:44][C@H:43]([C:46](O)=[O:47])[CH2:42][CH2:41]2)[N:27]=1.CCN([CH:55]([CH3:57])C)C(C)C.[F:58][C:59]([F:69])([F:68])C1C=CC=CC=1CN.CN(C=[O:74])C, predict the reaction product. (9) Given the reactants Cl.Cl.[Cl:3][C:4]1[C:9]([Cl:10])=[C:8]([O:11][CH3:12])[CH:7]=[CH:6][C:5]=1[N:13]1[CH2:18][CH2:17][N:16]([CH2:19][CH2:20][C@H:21]2[CH2:26][CH2:25][C@H:24]([NH2:27])[CH2:23][CH2:22]2)[CH2:15][CH2:14]1.C([N:30]([CH2:33]C)CC)C.ClC(Cl)([O:38]C(=O)OC(Cl)(Cl)Cl)Cl.N, predict the reaction product. The product is: [Cl:3][C:4]1[C:9]([Cl:10])=[C:8]([O:11][CH3:12])[CH:7]=[CH:6][C:5]=1[N:13]1[CH2:18][CH2:17][N:16]([CH2:19][CH2:20][C@H:21]2[CH2:22][CH2:23][C@H:24]([NH:27][C:33]([NH2:30])=[O:38])[CH2:25][CH2:26]2)[CH2:15][CH2:14]1. (10) Given the reactants [CH3:1][O:2][C:3]1[CH:11]=[C:10]2[C:6]([CH:7]=[CH:8][NH:9]2)=[C:5]2[CH:12]([CH3:24])[N:13]([C:17]([O:19][C:20]([CH3:23])([CH3:22])[CH3:21])=[O:18])[CH2:14][CH2:15][O:16][C:4]=12.[H-].[Na+].[Cl:27][C:28]1[CH:33]=[CH:32][CH:31]=[CH:30][C:29]=1[S:34](Cl)(=[O:36])=[O:35], predict the reaction product. The product is: [Cl:27][C:28]1[CH:33]=[CH:32][CH:31]=[CH:30][C:29]=1[S:34]([N:9]1[C:10]2[C:6](=[C:5]3[CH:12]([CH3:24])[N:13]([C:17]([O:19][C:20]([CH3:23])([CH3:22])[CH3:21])=[O:18])[CH2:14][CH2:15][O:16][C:4]3=[C:3]([O:2][CH3:1])[CH:11]=2)[CH:7]=[CH:8]1)(=[O:36])=[O:35].